From a dataset of Reaction yield outcomes from USPTO patents with 853,638 reactions. Predict the reaction yield, written as a fraction of the theoretical maximum amount of product (1.0 means a 100% yield; for example, 0.34 means a 34% yield). (1) The reactants are [CH3:1][O:2][C:3]1[CH:8]=[C:7]([O:9][CH3:10])[CH:6]=[CH:5][C:4]=1[CH2:11][CH2:12][CH2:13][CH2:14][N:15]=[N+]=[N-].[H-].[H-].[H-].[H-].[Li+].[Al+3]. The catalyst is C1COCC1. The product is [CH3:1][O:2][C:3]1[CH:8]=[C:7]([O:9][CH3:10])[CH:6]=[CH:5][C:4]=1[CH2:11][CH2:12][CH2:13][CH2:14][NH2:15]. The yield is 0.640. (2) The reactants are [OH:1][C:2]12[C:13]3[C:8](=[C:9]([N+:14]([O-])=O)[CH:10]=[CH:11][CH:12]=3)[C:7](=[O:17])[C:6]1([NH:18][C:19]([C:21]1[CH:26]=[CH:25][CH:24]=[CH:23][N+:22]=1[O-:27])=[O:20])[C:5]1[CH:28]=[CH:29][C:30]([CH:32]([CH3:34])[CH3:33])=[CH:31][C:4]=1[O:3]2.C(O)C. The catalyst is Cl.[Fe].O. The product is [NH2:14][C:9]1[CH:10]=[CH:11][CH:12]=[C:13]2[C:8]=1[C:7](=[O:17])[C:6]1([NH:18][C:19]([C:21]3[CH:26]=[CH:25][CH:24]=[CH:23][N+:22]=3[O-:27])=[O:20])[C:5]3[CH:28]=[CH:29][C:30]([CH:32]([CH3:33])[CH3:34])=[CH:31][C:4]=3[O:3][C:2]12[OH:1]. The yield is 0.390. (3) The reactants are [I:1][C:2]1[CH:3]=[N:4][C:5]([N:8]2[CH2:12][C:11]([CH3:14])([CH3:13])[NH:10][C:9]2=[O:15])=[N:6][CH:7]=1.[H-].[Na+].IC.[C:20]([O-])(O)=O.[Na+]. The catalyst is CN(C=O)C. The product is [I:1][C:2]1[CH:3]=[N:4][C:5]([N:8]2[CH2:12][C:11]([CH3:13])([CH3:14])[N:10]([CH3:20])[C:9]2=[O:15])=[N:6][CH:7]=1. The yield is 0.540. (4) The reactants are O=P(Cl)(Cl)[Cl:3].[C:6]([C:10]1[N:15]=[C:14](O)[C:13]([C:17]([O:19][CH2:20][CH3:21])=[O:18])=[CH:12][N:11]=1)([CH3:9])([CH3:8])[CH3:7]. The catalyst is C(N(CC)CC)C. The product is [C:6]([C:10]1[N:15]=[C:14]([Cl:3])[C:13]([C:17]([O:19][CH2:20][CH3:21])=[O:18])=[CH:12][N:11]=1)([CH3:9])([CH3:8])[CH3:7]. The yield is 0.850.